Task: Predict the product of the given reaction.. Dataset: Forward reaction prediction with 1.9M reactions from USPTO patents (1976-2016) (1) The product is: [CH3:2][C:3]1([CH2:10][CH2:11][C:12](=[O:14])[NH2:1])[C:7](=[O:8])[CH2:6][CH2:5][C:4]1=[O:9]. Given the reactants [NH3:1].[CH3:2][C:3]1([CH2:10][CH2:11][C:12]([O:14]C)=O)[C:7](=[O:8])[CH2:6][CH2:5][C:4]1=[O:9], predict the reaction product. (2) Given the reactants [NH2:1][CH:2]1[CH2:8][CH2:7][CH2:6][N:5]([C:9]([O:11][C:12]([CH3:15])([CH3:14])[CH3:13])=[O:10])[CH2:4][CH2:3]1.[C:16]1([CH2:22][O:23][C:24]([NH:26][C@H:27]([C:32](O)=[O:33])[CH2:28][CH:29]([CH3:31])[CH3:30])=[O:25])[CH:21]=[CH:20][CH:19]=[CH:18][CH:17]=1.C(Cl)CCl, predict the reaction product. The product is: [C:16]1([CH2:22][O:23][C:24]([NH:26][C@H:27]([C:32]([NH:1][CH:2]2[CH2:8][CH2:7][CH2:6][N:5]([C:9]([O:11][C:12]([CH3:15])([CH3:14])[CH3:13])=[O:10])[CH2:4][CH2:3]2)=[O:33])[CH2:28][CH:29]([CH3:30])[CH3:31])=[O:25])[CH:17]=[CH:18][CH:19]=[CH:20][CH:21]=1. (3) The product is: [CH2:1]([O:4][NH:5][C@H:18]1[C:23]([CH2:24][O:25][CH3:26])=[CH:22][CH:21]([CH2:27][O:28][Si:29]([C:32]([CH3:35])([CH3:34])[CH3:33])([CH3:30])[CH3:31])[NH:20][CH2:19]1)[CH:2]=[CH2:3]. Given the reactants [CH2:1]([O:4][N:5]([C@H:18]1[C:23]([CH2:24][O:25][CH3:26])=[CH:22][CH:21]([CH2:27][O:28][Si:29]([C:32]([CH3:35])([CH3:34])[CH3:33])([CH3:31])[CH3:30])[NH:20][CH2:19]1)S(C1C=CC=CC=1[N+]([O-])=O)(=O)=O)[CH:2]=[CH2:3].C([O-])([O-])=O.[K+].[K+].C1(S)C=CC=CC=1, predict the reaction product.